This data is from Reaction yield outcomes from USPTO patents with 853,638 reactions. The task is: Predict the reaction yield, written as a fraction of the theoretical maximum amount of product (1.0 means a 100% yield; for example, 0.34 means a 34% yield). (1) The product is [ClH:26].[CH:17](/[C:2]1[N:6]2[N:7]=[C:8]([NH:11][CH2:12][CH2:13][CH2:14][CH2:15][OH:16])[CH:9]=[CH:10][C:5]2=[N:4][CH:3]=1)=[CH:18]\[CH2:19][CH2:20][CH2:21][CH3:22]. The reactants are Br[C:2]1[N:6]2[N:7]=[C:8]([NH:11][CH2:12][CH2:13][CH2:14][CH2:15][OH:16])[CH:9]=[CH:10][C:5]2=[N:4][CH:3]=1.[CH:17](/B(O)O)=[CH:18]\[CH2:19][CH2:20][CH2:21][CH3:22].[ClH:26]. The catalyst is CCOCC. The yield is 0.510. (2) The reactants are [CH3:1][P:2](=[O:19])([CH3:18])[C:3]1[CH:8]=[CH:7][C:6]([N+:9]([O-])=O)=[C:5]([S:12]([CH:15]([CH3:17])[CH3:16])(=[O:14])=[O:13])[CH:4]=1. The catalyst is C(O)C.[Pd]. The product is [CH3:18][P:2]([C:3]1[CH:8]=[CH:7][C:6]([NH2:9])=[C:5]([S:12]([CH:15]([CH3:17])[CH3:16])(=[O:14])=[O:13])[CH:4]=1)([CH3:1])=[O:19]. The yield is 0.500. (3) The reactants are C[O:2][C:3]1[CH:25]=[C:24]([O:26]C)[CH:23]=[CH:22][C:4]=1[C:5]([N:7]1[C:16]2[C:11](=[CH:12][CH:13]=[C:14]([F:17])[CH:15]=2)[N:10]([CH3:18])[C:9](=[O:19])[C@H:8]1[CH2:20][CH3:21])=[O:6].C([C@H]1N(C(=O)C2C=CC(O)=CC=2)C2C(=CC(F)=CC=2)N(C)C1=O)C. No catalyst specified. The product is [OH:2][C:3]1[CH:25]=[C:24]([OH:26])[CH:23]=[CH:22][C:4]=1[C:5]([N:7]1[C:16]2[C:11](=[CH:12][CH:13]=[C:14]([F:17])[CH:15]=2)[N:10]([CH3:18])[C:9](=[O:19])[C@H:8]1[CH2:20][CH3:21])=[O:6]. The yield is 0.490. (4) The reactants are Br[C:2]1[CH:11]=[C:10]2[C:5]([N:6]=[C:7]([N:15]3[CH2:20][CH2:19][N:18]([CH3:21])[CH2:17][CH2:16]3)[C:8]3[N:9]2[CH:12]=[N:13][N:14]=3)=[CH:4][CH:3]=1.[Li+].[Cl-].[CH2:24]([Sn](CCCC)(CCCC)C=C)[CH2:25]CC.CN(C=O)C. The catalyst is O.Cl[Pd](Cl)([P](C1C=CC=CC=1)(C1C=CC=CC=1)C1C=CC=CC=1)[P](C1C=CC=CC=1)(C1C=CC=CC=1)C1C=CC=CC=1. The product is [CH3:21][N:18]1[CH2:19][CH2:20][N:15]([C:7]2[C:8]3[N:9]([CH:12]=[N:13][N:14]=3)[C:10]3[C:5]([N:6]=2)=[CH:4][CH:3]=[C:2]([CH:24]=[CH2:25])[CH:11]=3)[CH2:16][CH2:17]1. The yield is 0.660. (5) The reactants are [OH:1][C:2]1([C:9]2[S:13][C:12]([CH:14]([CH3:16])[CH3:15])=[N:11][CH:10]=2)[CH2:7][CH2:6][C:5](=O)[CH2:4][CH2:3]1.[O:17]=[C:18]([NH:33][CH2:34][C:35](=O)[NH:36][C@@H:37]1[CH2:41]CNC1)[CH2:19][NH:20][C:21](=[O:32])[C:22]1[CH:27]=[CH:26][CH:25]=[C:24]([C:28]([F:31])([F:30])[F:29])[CH:23]=1. The catalyst is C(Cl)Cl.[OH-].[OH-].[Pd+2]. The product is [OH:1][C:2]1([C:9]2[S:13][C:12]([CH:14]([CH3:16])[CH3:15])=[N:11][CH:10]=2)[CH2:7][CH2:6][CH:5]([N:36]2[CH2:37][CH2:41][C@@H:34]([NH:33][C:18](=[O:17])[CH2:19][NH:20][C:21](=[O:32])[C:22]3[CH:27]=[CH:26][CH:25]=[C:24]([C:28]([F:31])([F:30])[F:29])[CH:23]=3)[CH2:35]2)[CH2:4][CH2:3]1. The yield is 0.620. (6) The reactants are [CH:1]([C:3]1[CH:4]=[C:5]([CH:15]=[CH:16][CH:17]=1)[O:6][C:7]([CH3:14])([CH3:13])[C:8]([O:10]CC)=[O:9])=[O:2].[OH-].[Na+]. The catalyst is O1CCOCC1. The product is [CH:1]([C:3]1[CH:4]=[C:5]([CH:15]=[CH:16][CH:17]=1)[O:6][C:7]([CH3:14])([CH3:13])[C:8]([OH:10])=[O:9])=[O:2]. The yield is 0.950. (7) The reactants are [F:1][C:2]1[CH:9]=[C:8]([OH:10])[CH:7]=[CH:6][C:3]=1[C:4]#[N:5].Br[C:12]1[N:17]=[C:16]([CH3:18])[C:15]([CH:19]=[O:20])=[CH:14][CH:13]=1.C([O-])([O-])=O.[K+].[K+]. The catalyst is CN(C=O)C. The product is [F:1][C:2]1[CH:9]=[C:8]([O:10][C:12]2[CH:13]=[CH:14][C:15]([CH:19]=[O:20])=[C:16]([CH3:18])[N:17]=2)[CH:7]=[CH:6][C:3]=1[C:4]#[N:5]. The yield is 0.210.